Dataset: Full USPTO retrosynthesis dataset with 1.9M reactions from patents (1976-2016). Task: Predict the reactants needed to synthesize the given product. Given the product [C:20]([O:19][C:17]([N:14]1[CH2:15][CH2:16][CH:11]([N:10]2[C:37](=[O:38])[C:2]3[N:3]=[C:4]([C:17]([O:19][CH3:20])=[O:18])[CH:5]=[CH:6][C:7]=3[CH2:8][CH2:9]2)[CH2:12][CH2:13]1)=[O:18])([CH3:23])([CH3:22])[CH3:21], predict the reactants needed to synthesize it. The reactants are: Cl[C:2]1[C:7]([CH2:8][CH2:9][NH:10][CH:11]2[CH2:16][CH2:15][N:14]([C:17]([O:19][C:20]([CH3:23])([CH3:22])[CH3:21])=[O:18])[CH2:13][CH2:12]2)=[CH:6][CH:5]=[C:4](Cl)[N:3]=1.ClCCl.C(N(CC)CC)C.[C]=O.[CH3:37][OH:38].